Dataset: Reaction yield outcomes from USPTO patents with 853,638 reactions. Task: Predict the reaction yield, written as a fraction of the theoretical maximum amount of product (1.0 means a 100% yield; for example, 0.34 means a 34% yield). (1) The reactants are Br[C:2]1[C:7]2[CH:8]([C:11]3[CH:16]=[CH:15][C:14]([CH:17]([CH3:19])[CH3:18])=[CH:13][CH:12]=3)[CH2:9][O:10][C:6]=2[C:5]([CH3:20])=[C:4]([CH3:21])[C:3]=1[NH:22][C:23](=[O:29])[CH2:24][C:25]([CH3:28])([CH3:27])[CH3:26].CCCCCC.[C:36](OCC)(=[O:38])C. No catalyst specified. The product is [CH:17]([C:14]1[CH:15]=[CH:16][C:11]([CH:8]2[C:7]3[C:2]([O:38][CH3:36])=[C:3]([NH:22][C:23](=[O:29])[CH2:24][C:25]([CH3:28])([CH3:27])[CH3:26])[C:4]([CH3:21])=[C:5]([CH3:20])[C:6]=3[O:10][CH2:9]2)=[CH:12][CH:13]=1)([CH3:19])[CH3:18]. The yield is 0.210. (2) The reactants are [Br:1][C:2]1[CH:28]=[C:27]([CH:29]([CH3:31])[CH3:30])[CH:26]=[CH:25][C:3]=1[O:4][CH:5]([CH3:24])[C:6]([NH:8][C:9]1[CH:14]=[CH:13][C:12]([CH:15]([O:22][CH3:23])[CH2:16][C:17]([O:19]CC)=[O:18])=[CH:11][CH:10]=1)=[O:7].O.Cl. The catalyst is C(#N)C.[OH-].[Na+]. The product is [Br:1][C:2]1[CH:28]=[C:27]([CH:29]([CH3:31])[CH3:30])[CH:26]=[CH:25][C:3]=1[O:4][CH:5]([CH3:24])[C:6]([NH:8][C:9]1[CH:10]=[CH:11][C:12]([CH:15]([O:22][CH3:23])[CH2:16][C:17]([OH:19])=[O:18])=[CH:13][CH:14]=1)=[O:7]. The yield is 0.490. (3) The reactants are Br[C:2]1[C:3]([C:17]2[CH:22]=[CH:21][CH:20]=[CH:19][CH:18]=2)=[C:4]([CH3:16])[C:5]([C:14]#[N:15])=[C:6]2[C:10]=1[O:9][C:8]([CH:11]1[CH2:13][CH2:12]1)=[N:7]2.[C:23]([O:27][C:28]([NH:30][CH:31]1[CH2:35][CH2:34][C:33]([Sn](CCCC)(CCCC)CCCC)=[CH:32]1)=[O:29])([CH3:26])([CH3:25])[CH3:24].C(C1C(O)=C(C(C)(C)C)C=C(C)C=1)(C)(C)C. The catalyst is Cl[Pd](Cl)([P](C1C=CC=CC=1)(C1C=CC=CC=1)C1C=CC=CC=1)[P](C1C=CC=CC=1)(C1C=CC=CC=1)C1C=CC=CC=1.O1CCOCC1. The product is [C:14]([C:5]1[C:6]2[N:7]=[C:8]([CH:11]3[CH2:12][CH2:13]3)[O:9][C:10]=2[C:2]([C:33]2[CH2:34][CH2:35][CH:31]([NH:30][C:28](=[O:29])[O:27][C:23]([CH3:25])([CH3:24])[CH3:26])[CH:32]=2)=[C:3]([C:17]2[CH:18]=[CH:19][CH:20]=[CH:21][CH:22]=2)[C:4]=1[CH3:16])#[N:15]. The yield is 0.750.